Dataset: Forward reaction prediction with 1.9M reactions from USPTO patents (1976-2016). Task: Predict the product of the given reaction. (1) Given the reactants CS[C:3]1[N:8]=[CH:7][N:6]([CH2:9][C:10]2[S:11][C:12]([C:15]([F:18])([F:17])[F:16])=[CH:13][CH:14]=2)[C:5](=[O:19])[N:4]=1.[CH2:20]1[C:29]2[C:24](=[CH:25][CH:26]=[C:27]([C:30]#[N:31])[CH:28]=2)[CH2:23][CH2:22][NH:21]1, predict the reaction product. The product is: [O:19]=[C:5]1[N:6]([CH2:9][C:10]2[S:11][C:12]([C:15]([F:18])([F:17])[F:16])=[CH:13][CH:14]=2)[CH:7]=[N:8][C:3]([N:21]2[CH2:22][CH2:23][C:24]3[C:29](=[CH:28][C:27]([C:30]#[N:31])=[CH:26][CH:25]=3)[CH2:20]2)=[N:4]1. (2) The product is: [N:14]([C:6]1[C:7]([NH2:12])=[N:8][C:9]([NH2:11])=[N:10][C:5]=1[O:4][CH2:3][CH:2]([CH3:13])[CH3:1])=[O:15]. Given the reactants [CH3:1][CH:2]([CH3:13])[CH2:3][O:4][C:5]1[N:10]=[C:9]([NH2:11])[N:8]=[C:7]([NH2:12])[CH:6]=1.[N:14]([O-])=[O:15].[Na+], predict the reaction product. (3) Given the reactants [Br:1][C:2]1[CH:3]=[CH:4][C:5]([NH:16][CH2:17][CH:18]2[CH2:20][CH2:19]2)=[C:6]([NH:8][C:9](=O)[CH2:10][C:11]([CH3:14])([CH3:13])[CH3:12])[CH:7]=1.O.C1(C)C=CC(S(O)(=O)=O)=CC=1.O.N, predict the reaction product. The product is: [Br:1][C:2]1[CH:3]=[CH:4][C:5]2[N:16]([CH2:17][CH:18]3[CH2:20][CH2:19]3)[C:9]([CH2:10][C:11]([CH3:14])([CH3:13])[CH3:12])=[N:8][C:6]=2[CH:7]=1. (4) Given the reactants Br[C:2]1[CH:6]=[CH:5][S:4][C:3]=1[CH:7]=[O:8].[F:9][C:10]([F:21])([F:20])[C:11]1[CH:16]=[CH:15][C:14](B(O)O)=[CH:13][CH:12]=1.C(=O)([O-])[O-].[K+].[K+].C1(C)C=CC=CC=1, predict the reaction product. The product is: [F:9][C:10]([F:21])([F:20])[C:11]1[CH:16]=[CH:15][C:14]([C:2]2[CH:6]=[CH:5][S:4][C:3]=2[CH:7]=[O:8])=[CH:13][CH:12]=1. (5) Given the reactants [Cl:1][C:2]1[C:3](F)=[CH:4][C:5]([F:29])=[C:6]([S:8]([N:11]([CH2:18][C:19]2[CH:24]=[CH:23][C:22]([O:25][CH3:26])=[CH:21][C:20]=2[O:27][CH3:28])[C:12]2[CH:17]=[CH:16][N:15]=[CH:14][N:13]=2)(=[O:10])=[O:9])[CH:7]=1.[F:31][C:32]1([F:50])[CH2:37][C@H:36]([OH:38])[C@@H:35]([C:39]2[N:43]([CH2:44][O:45][CH2:46][CH2:47][O:48][CH3:49])[N:42]=[CH:41][CH:40]=2)[CH2:34][CH2:33]1.[H-].[Na+].CN(C=O)C, predict the reaction product. The product is: [Cl:1][C:2]1[C:3]([O:38][C@H:36]2[CH2:37][C:32]([F:31])([F:50])[CH2:33][CH2:34][C@@H:35]2[C:39]2[N:43]([CH2:44][O:45][CH2:46][CH2:47][O:48][CH3:49])[N:42]=[CH:41][CH:40]=2)=[CH:4][C:5]([F:29])=[C:6]([S:8]([N:11]([CH2:18][C:19]2[CH:24]=[CH:23][C:22]([O:25][CH3:26])=[CH:21][C:20]=2[O:27][CH3:28])[C:12]2[CH:17]=[CH:16][N:15]=[CH:14][N:13]=2)(=[O:9])=[O:10])[CH:7]=1. (6) Given the reactants C1(P(C2CCCCC2)C2C=CC=CC=2C2C(CCC)=CC(CCC)=CC=2CCC)CCCCC1.C(=O)([O-])[O-].[K+].[K+].[F:41][C:42]1[CH:43]=[CH:44][C:45]2[N:46]([CH:48]=[C:49]([C:51]([NH:53][C@H:54]3[CH2:59][CH2:58][C@@H:57]([N:60]4[C:65](=[O:66])[C:64]5[CH:67]=[C:68]([F:71])[CH:69]=[N:70][C:63]=5[N:62]([C:72]5[CH:77]=[CH:76][CH:75]=[C:74](B6OC(C)(C)C(C)(C)O6)[CH:73]=5)[C:61]4=[O:87])[CH2:56][CH2:55]3)=[O:52])[N:50]=2)[CH:47]=1.Br[C:89]1[CH:108]=[CH:107][C:92]([CH2:93][CH:94]2[CH2:99][CH2:98][N:97]([C:100]([O:102][C:103]([CH3:106])([CH3:105])[CH3:104])=[O:101])[CH2:96][CH2:95]2)=[CH:91][CH:90]=1, predict the reaction product. The product is: [F:71][C:68]1[CH:69]=[N:70][C:63]2[N:62]([C:72]3[CH:73]=[C:74]([C:89]4[CH:90]=[CH:91][C:92]([CH2:93][CH:94]5[CH2:95][CH2:96][N:97]([C:100]([O:102][C:103]([CH3:106])([CH3:105])[CH3:104])=[O:101])[CH2:98][CH2:99]5)=[CH:107][CH:108]=4)[CH:75]=[CH:76][CH:77]=3)[C:61](=[O:87])[N:60]([C@H:57]3[CH2:58][CH2:59][C@@H:54]([NH:53][C:51]([C:49]4[N:50]=[C:45]5[CH:44]=[CH:43][C:42]([F:41])=[CH:47][N:46]5[CH:48]=4)=[O:52])[CH2:55][CH2:56]3)[C:65](=[O:66])[C:64]=2[CH:67]=1.